Dataset: Catalyst prediction with 721,799 reactions and 888 catalyst types from USPTO. Task: Predict which catalyst facilitates the given reaction. (1) Reactant: [Cl:1][C:2]1[CH:3]=[CH:4][C:5]([OH:18])=[C:6]([C:8]2[CH:9]=[C:10]3[C:14](=[CH:15][CH:16]=2)[NH:13][C:12](=[O:17])[CH2:11]3)[CH:7]=1.C(=O)([O-])[O-].[K+].[K+].[CH3:25][O:26][C:27]1[CH:51]=[C:50]([O:52][CH3:53])[CH:49]=[CH:48][C:28]=1[CH2:29][N:30]([C:43]1[S:47][N:46]=[CH:45][N:44]=1)[S:31]([C:34]1[CH:39]=[C:38]([F:40])[C:37](F)=[CH:36][C:35]=1[F:42])(=[O:33])=[O:32]. Product: [Cl:1][C:2]1[CH:3]=[CH:4][C:5]([O:18][C:37]2[C:38]([F:40])=[CH:39][C:34]([S:31]([N:30]([CH2:29][C:28]3[CH:48]=[CH:49][C:50]([O:52][CH3:53])=[CH:51][C:27]=3[O:26][CH3:25])[C:43]3[S:47][N:46]=[CH:45][N:44]=3)(=[O:32])=[O:33])=[C:35]([F:42])[CH:36]=2)=[C:6]([C:8]2[CH:9]=[C:10]3[C:14](=[CH:15][CH:16]=2)[NH:13][C:12](=[O:17])[CH2:11]3)[CH:7]=1. The catalyst class is: 16. (2) Reactant: C[O:2][C:3]([C:5]1[CH:6]=[C:7]2[C:11](=[CH:12][CH:13]=1)[NH:10][C:9](=[O:14])[C@:8]12[CH2:16][C@H:15]1[C:17]1[CH:22]=[CH:21][C:20]([F:23])=[CH:19][CH:18]=1)=[O:4].O.[OH-].[Li+]. Product: [F:23][C:20]1[CH:19]=[CH:18][C:17]([C@@H:15]2[C@:8]3([C:7]4[C:11](=[CH:12][CH:13]=[C:5]([C:3]([OH:4])=[O:2])[CH:6]=4)[NH:10][C:9]3=[O:14])[CH2:16]2)=[CH:22][CH:21]=1. The catalyst class is: 5. (3) Reactant: [CH3:1][C:2]1[S:6][C:5]([CH:7]=[O:8])=[CH:4][CH:3]=1.[Br:9]Br.C(=O)([O-])O.[Na+]. Product: [Br:9][C:3]1[CH:4]=[C:5]([CH:7]=[O:8])[S:6][C:2]=1[CH3:1]. The catalyst class is: 15.